Dataset: Full USPTO retrosynthesis dataset with 1.9M reactions from patents (1976-2016). Task: Predict the reactants needed to synthesize the given product. (1) Given the product [Br:1][C:2]1[CH:3]=[CH:4][C:5]([CH2:6][CH:7]2[CH2:8][CH2:9][NH:10][CH2:11][CH2:12]2)=[CH:20][CH:21]=1, predict the reactants needed to synthesize it. The reactants are: [Br:1][C:2]1[CH:21]=[CH:20][C:5]([CH2:6][CH:7]2[CH2:12][CH2:11][N:10](C(OC(C)(C)C)=O)[CH2:9][CH2:8]2)=[CH:4][CH:3]=1.C(Cl)Cl.C(O)(C(F)(F)F)=O. (2) Given the product [SH:8]([C:2]1[S:1][CH:5]=[CH:4][C:3]=1[CH2:6][OH:7])(=[O:10])=[O:9], predict the reactants needed to synthesize it. The reactants are: [S:1]1[CH:5]=[CH:4][C:3]([CH2:6][OH:7])=[CH:2]1.[S:8](=[O:10])=[O:9].